Dataset: Full USPTO retrosynthesis dataset with 1.9M reactions from patents (1976-2016). Task: Predict the reactants needed to synthesize the given product. (1) Given the product [OH:2][NH:1][C:21]([C:20]1[CH:23]=[CH:24][CH:25]=[C:18]([CH2:17][C:12]2[C:13](=[O:3])[CH:14]=[CH:15][N:10]([C:8]3[CH:7]=[N:6][N:5]([CH3:4])[CH:9]=3)[N:11]=2)[CH:19]=1)=[NH:22], predict the reactants needed to synthesize it. The reactants are: [NH2:1][OH:2].[OH2:3].[CH3:4][N:5]1[CH:9]=[C:8]([N:10]2[CH:15]=[CH:14][C:13](=O)[C:12]([CH2:17][C:18]3[CH:19]=[C:20]([CH:23]=[CH:24][CH:25]=3)[C:21]#[N:22])=[N:11]2)[CH:7]=[N:6]1. (2) Given the product [CH2:8]([O:15][C:16]1[CH:33]=[CH:32][C:31]2[C@@H:30]3[C@H:21]([C@H:22]4[C@@:26]([CH2:28][CH2:29]3)([CH3:27])[C:25]([OH:34])([C:35]([F:38])([F:36])[F:37])[CH2:24][CH:23]4[CH2:39][CH2:40][CH2:41][CH2:42][O:43][C:1](=[O:6])[C:2]([CH3:5])([CH3:4])[CH3:3])[CH2:20][CH2:19][C:18]=2[CH:17]=1)[C:9]1[CH:14]=[CH:13][CH:12]=[CH:11][CH:10]=1, predict the reactants needed to synthesize it. The reactants are: [C:1](Cl)(=[O:6])[C:2]([CH3:5])([CH3:4])[CH3:3].[CH2:8]([O:15][C:16]1[CH:33]=[CH:32][C:31]2[C@@H:30]3[C@H:21]([C@H:22]4[C@@:26]([CH2:28][CH2:29]3)([CH3:27])[C:25]([C:35]([F:38])([F:37])[F:36])([OH:34])[CH2:24][CH:23]4[CH2:39][CH2:40][CH2:41][CH2:42][OH:43])[CH2:20][CH2:19][C:18]=2[CH:17]=1)[C:9]1[CH:14]=[CH:13][CH:12]=[CH:11][CH:10]=1. (3) Given the product [F:20][C:21]([F:26])([F:25])[C:22]([OH:24])=[O:23].[N:14]1([C@@H:11]2[CH2:10][CH2:9][C@H:8]([NH2:7])[CH2:13][CH2:12]2)[CH:18]=[N:17][CH:16]=[N:15]1.[C:22]([OH:24])([C:21]([F:26])([F:25])[F:20])=[O:23], predict the reactants needed to synthesize it. The reactants are: C(OC(=O)[NH:7][C@H:8]1[CH2:13][CH2:12][C@@H:11]([N:14]2[CH:18]=[N:17][CH:16]=[N:15]2)[CH2:10][CH2:9]1)(C)(C)C.[F:20][C:21]([F:26])([F:25])[C:22]([OH:24])=[O:23]. (4) Given the product [NH2:29][C:2]1[N:7]=[C:6]([N:8]([CH2:15][C:16]2[C:21]([CH3:22])=[C:20]([O:23][CH3:24])[C:19]([CH3:25])=[CH:18][N:17]=2)[C@@H:9]([CH3:14])[C:10]([O:12][CH3:13])=[O:11])[C:5]([N+:26]([O-:28])=[O:27])=[CH:4][N:3]=1, predict the reactants needed to synthesize it. The reactants are: Cl[C:2]1[N:7]=[C:6]([N:8]([CH2:15][C:16]2[C:21]([CH3:22])=[C:20]([O:23][CH3:24])[C:19]([CH3:25])=[CH:18][N:17]=2)[C@@H:9]([CH3:14])[C:10]([O:12][CH3:13])=[O:11])[C:5]([N+:26]([O-:28])=[O:27])=[CH:4][N:3]=1.[NH3:29]. (5) Given the product [CH3:21][C:14]([C:11]1[CH:12]=[CH:13][C:8]([S:5](/[CH:4]=[CH:3]/[C:1]#[N:2])(=[O:7])=[O:6])=[CH:9][CH:10]=1)([C:15]1[O:16][C:19]([CH3:20])=[CH:18][N:17]=1)[CH3:22], predict the reactants needed to synthesize it. The reactants are: [C:1](/[CH:3]=[CH:4]/[S:5]([C:8]1[CH:13]=[CH:12][C:11]([C:14]([CH3:22])([CH3:21])[C:15]([NH:17][CH2:18][C:19]#[CH:20])=[O:16])=[CH:10][CH:9]=1)(=[O:7])=[O:6])#[N:2].C(=O)([O-])[O-].